This data is from Full USPTO retrosynthesis dataset with 1.9M reactions from patents (1976-2016). The task is: Predict the reactants needed to synthesize the given product. (1) The reactants are: [OH:1][C:2]1[CH:3]=[CH:4][C:5]2[C:6]3[N:14]=[C:13]([C:15]4[CH:20]=[CH:19][CH:18]=[C:17]([C:21]([F:24])([F:23])[F:22])[CH:16]=4)[CH:12]=[C:11]([C:25]([O:27][CH3:28])=[O:26])[C:7]=3[NH:8][C:9]=2[CH:10]=1.[F:29][C:30]([F:45])([F:44])[S:31](OC1C=CC([N+]([O-])=O)=CC=1)(=[O:33])=[O:32].C(=O)([O-])[O-].[K+].[K+]. Given the product [F:22][C:21]([F:24])([F:23])[C:17]1[CH:16]=[C:15]([C:13]2[CH:12]=[C:11]([C:25]([O:27][CH3:28])=[O:26])[C:7]3[NH:8][C:9]4[CH:10]=[C:2]([O:1][S:31]([C:30]([F:45])([F:44])[F:29])(=[O:33])=[O:32])[CH:3]=[CH:4][C:5]=4[C:6]=3[N:14]=2)[CH:20]=[CH:19][CH:18]=1, predict the reactants needed to synthesize it. (2) The reactants are: [CH2:1]([N:3]1[C:11]2[CH2:10][CH2:9][N:8]([C:12]3[C:17]([N+:18]([O-:20])=[O:19])=[CH:16][CH:15]=[CH:14][N:13]=3)[CH2:7][C:6]=2[N:5]=[CH:4]1)[CH3:2].C(N1C2CN(C3C([N+]([O-])=O)=CC=CN=3)CCC=2NC1)C.[CH2:41]=[O:42]. Given the product [CH2:1]([N:3]1[C:11]2[CH2:10][CH2:9][N:8]([C:12]3[C:17]([N+:18]([O-:20])=[O:19])=[CH:16][CH:15]=[CH:14][N:13]=3)[CH2:7][C:6]=2[N:5]=[C:4]1[CH2:41][OH:42])[CH3:2], predict the reactants needed to synthesize it. (3) Given the product [ClH:19].[C:21]1([CH2:20][S:18][C:9]2[NH:8][C@H:7]([C:1]3[CH:2]=[CH:3][CH:4]=[CH:5][CH:6]=3)[C@H:11]([C:12]3[CH:13]=[CH:14][CH:15]=[CH:16][CH:17]=3)[N:10]=2)[C:30]2[C:25](=[CH:26][CH:27]=[CH:28][CH:29]=2)[CH:24]=[CH:23][CH:22]=1, predict the reactants needed to synthesize it. The reactants are: [C:1]1([C@H:7]2[C@@H:11]([C:12]3[CH:17]=[CH:16][CH:15]=[CH:14][CH:13]=3)[NH:10][C:9](=[S:18])[NH:8]2)[CH:6]=[CH:5][CH:4]=[CH:3][CH:2]=1.[Cl:19][CH2:20][C:21]1[C:30]2[C:25](=[CH:26][CH:27]=[CH:28][CH:29]=2)[CH:24]=[CH:23][CH:22]=1. (4) The reactants are: [F:1][C:2]([F:13])([F:12])[C:3]([NH:5][C:6]1[CH:10]=[C:9]([CH3:11])[NH:8][N:7]=1)=[O:4].C1C(=O)N([Cl:21])C(=O)C1. Given the product [Cl:21][C:10]1[C:6]([NH:5][C:3](=[O:4])[C:2]([F:1])([F:12])[F:13])=[N:7][NH:8][C:9]=1[CH3:11], predict the reactants needed to synthesize it. (5) Given the product [Cl:14][C:15]1[CH:16]=[C:17]([CH:22]([C:2]2[C:7]([CH2:8][CH3:9])=[C:6]([O:10][CH3:11])[N:5]=[C:4]([O:12][CH3:13])[N:3]=2)[C:23]#[N:24])[CH:18]=[C:19]([Cl:21])[CH:20]=1, predict the reactants needed to synthesize it. The reactants are: Cl[C:2]1[C:7]([CH2:8][CH3:9])=[C:6]([O:10][CH3:11])[N:5]=[C:4]([O:12][CH3:13])[N:3]=1.[Cl:14][C:15]1[CH:16]=[C:17]([CH2:22][C:23]#[N:24])[CH:18]=[C:19]([Cl:21])[CH:20]=1.[H-].[Na+].[Cl-].[NH4+]. (6) The reactants are: [CH:1]1([NH:7][C:8]([CH:10]2[CH2:16][C:13]3([CH2:15][CH2:14]3)[CH2:12][NH:11]2)=[O:9])[CH2:6][CH2:5][CH2:4][CH2:3][CH2:2]1.ClCCCl.[CH:21](=O)[CH:22]([CH3:24])[CH3:23].C(O[BH-](OC(=O)C)OC(=O)C)(=O)C.[Na+]. Given the product [CH:1]1([NH:7][C:8]([CH:10]2[CH2:16][C:13]3([CH2:14][CH2:15]3)[CH2:12][N:11]2[CH2:21][CH:22]([CH3:24])[CH3:23])=[O:9])[CH2:6][CH2:5][CH2:4][CH2:3][CH2:2]1, predict the reactants needed to synthesize it. (7) Given the product [CH3:1][O:2][C:3](=[O:12])[C:4]1[CH:9]=[CH:8][C:7]([N:15]2[CH:16]=[CH:17][CH:18]=[CH:19][C:14]2=[O:13])=[CH:6][C:5]=1[F:11], predict the reactants needed to synthesize it. The reactants are: [CH3:1][O:2][C:3](=[O:12])[C:4]1[CH:9]=[CH:8][C:7](Br)=[CH:6][C:5]=1[F:11].[OH:13][C:14]1[CH:19]=[CH:18][CH:17]=[CH:16][N:15]=1.C([O-])([O-])=O.[K+].[K+].CNCCNC.